From a dataset of Forward reaction prediction with 1.9M reactions from USPTO patents (1976-2016). Predict the product of the given reaction. Given the reactants [CH:1]1([N:6]2[CH2:12][C:11]([F:14])([F:13])[C:10](=[O:15])[N:9]([CH3:16])[C:8]3[CH:17]=[N:18][C:19]([NH:21][C:22]4[CH:30]=[CH:29][C:25]([C:26](O)=[O:27])=[CH:24][C:23]=4[O:31][CH3:32])=[N:20][C:7]2=3)[CH2:5][CH2:4][CH2:3][CH2:2]1.Cl.[CH3:34][N:35]1[CH2:40][CH2:39][N:38]([CH2:41][C:42]2[CH:48]=[CH:47][C:45]([NH2:46])=[CH:44][CH:43]=2)[CH2:37][CH2:36]1.C(N(C(C)C)CC)(C)C.CN(C(ON1N=NC2C=CC=NC1=2)=[N+](C)C)C.F[P-](F)(F)(F)(F)F, predict the reaction product. The product is: [CH:1]1([N:6]2[CH2:12][C:11]([F:14])([F:13])[C:10](=[O:15])[N:9]([CH3:16])[C:8]3[CH:17]=[N:18][C:19]([NH:21][C:22]4[CH:30]=[CH:29][C:25]([C:26]([NH:46][C:45]5[CH:44]=[CH:43][C:42]([CH2:41][N:38]6[CH2:37][CH2:36][N:35]([CH3:34])[CH2:40][CH2:39]6)=[CH:48][CH:47]=5)=[O:27])=[CH:24][C:23]=4[O:31][CH3:32])=[N:20][C:7]2=3)[CH2:5][CH2:4][CH2:3][CH2:2]1.